This data is from NCI-60 drug combinations with 297,098 pairs across 59 cell lines. The task is: Regression. Given two drug SMILES strings and cell line genomic features, predict the synergy score measuring deviation from expected non-interaction effect. (1) Drug 1: C1CC(=O)NC(=O)C1N2CC3=C(C2=O)C=CC=C3N. Drug 2: C1=NC2=C(N=C(N=C2N1C3C(C(C(O3)CO)O)O)F)N. Cell line: ACHN. Synergy scores: CSS=11.0, Synergy_ZIP=0.444, Synergy_Bliss=3.79, Synergy_Loewe=3.17, Synergy_HSA=3.69. (2) Drug 1: C1=NC(=NC(=O)N1C2C(C(C(O2)CO)O)O)N. Drug 2: CC(C)(C#N)C1=CC(=CC(=C1)CN2C=NC=N2)C(C)(C)C#N. Cell line: SW-620. Synergy scores: CSS=6.06, Synergy_ZIP=-3.67, Synergy_Bliss=-3.84, Synergy_Loewe=-0.857, Synergy_HSA=-3.37. (3) Drug 1: C1=CC(=CC=C1CC(C(=O)O)N)N(CCCl)CCCl.Cl. Drug 2: CC1=CC=C(C=C1)C2=CC(=NN2C3=CC=C(C=C3)S(=O)(=O)N)C(F)(F)F. Cell line: SF-539. Synergy scores: CSS=12.3, Synergy_ZIP=-6.48, Synergy_Bliss=-3.11, Synergy_Loewe=-4.02, Synergy_HSA=-4.02. (4) Drug 1: CNC(=O)C1=CC=CC=C1SC2=CC3=C(C=C2)C(=NN3)C=CC4=CC=CC=N4. Cell line: NCI-H522. Drug 2: C(=O)(N)NO. Synergy scores: CSS=12.5, Synergy_ZIP=-4.13, Synergy_Bliss=-0.391, Synergy_Loewe=-5.22, Synergy_HSA=0.689. (5) Drug 1: CCC1(CC2CC(C3=C(CCN(C2)C1)C4=CC=CC=C4N3)(C5=C(C=C6C(=C5)C78CCN9C7C(C=CC9)(C(C(C8N6C)(C(=O)OC)O)OC(=O)C)CC)OC)C(=O)OC)O.OS(=O)(=O)O. Drug 2: CC(C)(C#N)C1=CC(=CC(=C1)CN2C=NC=N2)C(C)(C)C#N. Cell line: HS 578T. Synergy scores: CSS=1.59, Synergy_ZIP=-0.742, Synergy_Bliss=-1.48, Synergy_Loewe=-4.58, Synergy_HSA=-3.43.